This data is from TCR-epitope binding with 47,182 pairs between 192 epitopes and 23,139 TCRs. The task is: Binary Classification. Given a T-cell receptor sequence (or CDR3 region) and an epitope sequence, predict whether binding occurs between them. (1) The epitope is ELAGIGILTV. The TCR CDR3 sequence is CASSQEGSSGTEAFF. Result: 1 (the TCR binds to the epitope). (2) Result: 0 (the TCR does not bind to the epitope). The epitope is LLQTGIHVRVSQPSL. The TCR CDR3 sequence is CASSQDPHNEQFF. (3) The epitope is KMQRMLLEK. The TCR CDR3 sequence is CASSEYFRGTNTGELFF. Result: 1 (the TCR binds to the epitope).